Dataset: Forward reaction prediction with 1.9M reactions from USPTO patents (1976-2016). Task: Predict the product of the given reaction. Given the reactants Br[C:2]1[C:11]2[C:6](=[CH:7][CH:8]=[C:9]([OH:12])[CH:10]=2)[N:5]=[C:4]([C:13]2[CH:18]=[CH:17][C:16]([OH:19])=[C:15]([F:20])[CH:14]=2)[CH:3]=1.[Cl:21][C:22]1[CH:27]=[CH:26][C:25](B(O)O)=[CH:24][CH:23]=1, predict the reaction product. The product is: [Cl:21][C:22]1[CH:27]=[CH:26][C:25]([C:2]2[C:11]3[C:6](=[CH:7][CH:8]=[C:9]([OH:12])[CH:10]=3)[N:5]=[C:4]([C:13]3[CH:18]=[CH:17][C:16]([OH:19])=[C:15]([F:20])[CH:14]=3)[CH:3]=2)=[CH:24][CH:23]=1.